This data is from Catalyst prediction with 721,799 reactions and 888 catalyst types from USPTO. The task is: Predict which catalyst facilitates the given reaction. (1) Reactant: [CH2:1]([N:5]1[C:10]([CH3:11])=[C:9]([CH3:12])[CH:8]=[C:7](C(O)=O)[C:6]1=[O:16])[CH2:2][CH2:3][CH3:4].C([N:19](CC)CC)C.[C:32]1(P(N=[N+]=[N-])([C:32]2[CH:37]=[CH:36][CH:35]=[CH:34][CH:33]=2)=O)[CH:37]=[CH:36][CH:35]=[CH:34][CH:33]=1.Cl.[C:42]([O:45][CH2:46]C)(=[O:44])C. Product: [CH2:46]([O:45][C:42]([NH:19][C:7]1[C:6](=[O:16])[N:5]([CH2:1][CH2:2][CH2:3][CH3:4])[C:10]([CH3:11])=[C:9]([CH3:12])[CH:8]=1)=[O:44])[C:32]1[CH:33]=[CH:34][CH:35]=[CH:36][CH:37]=1. The catalyst class is: 12. (2) Reactant: [F:1][C:2]1[CH:7]=[CH:6][C:5]([C:8]2[S:12][C:11]([CH3:13])=[N:10][C:9]=2[C:14]([N:16]2[CH2:21][CH2:20][O:19][CH2:18][CH:17]2[CH2:22][C:23]2[O:24][CH:25]=[C:26]([C:28]3[CH:33]=[CH:32][CH:31]=[CH:30][CH:29]=3)[N:27]=2)=[O:15])=[CH:4][CH:3]=1.[Br:34]N1C(=O)CCC1=O. Product: [Br:34][C:25]1[O:24][C:23]([CH2:22][CH:17]2[CH2:18][O:19][CH2:20][CH2:21][N:16]2[C:14]([C:9]2[N:10]=[C:11]([CH3:13])[S:12][C:8]=2[C:5]2[CH:6]=[CH:7][C:2]([F:1])=[CH:3][CH:4]=2)=[O:15])=[N:27][C:26]=1[C:28]1[CH:29]=[CH:30][CH:31]=[CH:32][CH:33]=1. The catalyst class is: 53. (3) Product: [Br:12][C:8]1[CH:7]=[C:6]([CH:4]([OH:5])[CH2:3][CH2:2][NH:1][C:15](=[O:16])[C:14]([F:21])([F:20])[F:13])[CH:11]=[CH:10][CH:9]=1. The catalyst class is: 1. Reactant: [NH2:1][CH2:2][CH2:3][CH:4]([C:6]1[CH:11]=[CH:10][CH:9]=[C:8]([Br:12])[CH:7]=1)[OH:5].[F:13][C:14]([F:21])([F:20])[C:15](OCC)=[O:16]. (4) Reactant: N(C(C)C)C(C)C.[Li]CCCC.[Br:13][C:14]1[CH:19]=[CH:18][C:17]([NH2:20])=[C:16]([F:21])[CH:15]=1.Cl[C:23]1[C:24]([C:33]([OH:35])=[O:34])=[N:25][C:26]2[N:27]([N:30]=[CH:31][CH:32]=2)[C:28]=1[F:29]. Product: [Br:13][C:14]1[CH:19]=[CH:18][C:17]([NH:20][C:23]2[C:24]([C:33]([OH:35])=[O:34])=[N:25][C:26]3[N:27]([N:30]=[CH:31][CH:32]=3)[C:28]=2[F:29])=[C:16]([F:21])[CH:15]=1. The catalyst class is: 1. (5) Reactant: [Cl:1][C:2]1[N:7]=[C:6](Cl)[CH:5]=[CH:4][N:3]=1.[C:9]1([CH2:15][N:16]2[CH2:21][CH2:20][NH:19][CH2:18][CH2:17]2)[CH:14]=[CH:13][CH:12]=[CH:11][CH:10]=1.C(=O)([O-])[O-].[K+].[K+]. Product: [Cl:1][C:2]1[N:7]=[C:6]([N:19]2[CH2:20][CH2:21][N:16]([CH2:15][C:9]3[CH:10]=[CH:11][CH:12]=[CH:13][CH:14]=3)[CH2:17][CH2:18]2)[CH:5]=[CH:4][N:3]=1. The catalyst class is: 6. (6) Reactant: [F:1][C:2]1C=[C:4]([C:11]2[CH:16]=[CH:15][C:14]([O:17][CH2:18][CH:19]3[CH2:24][CH2:23][N:22]([CH2:25][C:26]([F:29])([CH3:28])[CH3:27])[CH2:21][CH2:20]3)=[C:13]([CH2:30][OH:31])[CH:12]=2)[CH:5]=[CH:6][C:7]=1C(O)=O.[NH:32]1[CH2:36][CH2:35][CH2:34][C@H:33]1[C:37]([NH2:39])=[O:38].[CH2:40](Cl)[CH2:41]Cl.C1C=CC2N([OH:53])N=NC=2C=1.CCN(C(C)C)C(C)C. Product: [F:1][C:2]1[CH:7]=[CH:6][CH:5]=[C:4]([C:11]2[CH:16]=[CH:15][C:14]([O:17][CH2:18][CH:19]3[CH2:24][CH2:23][N:22]([CH2:25][C:26]([F:29])([CH3:27])[CH3:28])[CH2:21][CH2:20]3)=[C:13]([CH2:30][OH:31])[CH:12]=2)[C:40]=1[C:41]([N:32]1[CH2:36][CH2:35][CH2:34][C@H:33]1[C:37]([NH2:39])=[O:38])=[O:53]. The catalyst class is: 34.